This data is from Full USPTO retrosynthesis dataset with 1.9M reactions from patents (1976-2016). The task is: Predict the reactants needed to synthesize the given product. (1) Given the product [CH2:1]([O:3][C:4]([C:6]1[N:10]([CH2:11][C:12]2[CH:13]=[CH:14][C:15]([C:18]3[CH:23]=[CH:22][CH:21]=[CH:20][C:19]=3[C:24]3[N:28]([C:29]([C:42]4[CH:43]=[CH:44][CH:45]=[CH:46][CH:47]=4)([C:36]4[CH:37]=[CH:38][CH:39]=[CH:40][CH:41]=4)[C:30]4[CH:35]=[CH:34][CH:33]=[CH:32][CH:31]=4)[N:27]=[N:26][N:25]=3)=[CH:16][CH:17]=2)[C:9]([CH2:48][CH2:49][CH3:50])=[N:8][C:7]=1[CH2:51][S:52][CH2:53][CH2:54][O:55][S:57]([CH3:56])(=[O:59])=[O:58])=[O:5])[CH3:2], predict the reactants needed to synthesize it. The reactants are: [CH2:1]([O:3][C:4]([C:6]1[N:10]([CH2:11][C:12]2[CH:17]=[CH:16][C:15]([C:18]3[CH:23]=[CH:22][CH:21]=[CH:20][C:19]=3[C:24]3[N:28]([C:29]([C:42]4[CH:47]=[CH:46][CH:45]=[CH:44][CH:43]=4)([C:36]4[CH:41]=[CH:40][CH:39]=[CH:38][CH:37]=4)[C:30]4[CH:35]=[CH:34][CH:33]=[CH:32][CH:31]=4)[N:27]=[N:26][N:25]=3)=[CH:14][CH:13]=2)[C:9]([CH2:48][CH2:49][CH3:50])=[N:8][C:7]=1[CH2:51][S:52][CH2:53][CH2:54][OH:55])=[O:5])[CH3:2].[CH3:56][S:57](Cl)(=[O:59])=[O:58].C(N(CC)C(C)C)(C)C. (2) Given the product [CH3:19][O:20][C:21](=[O:66])[C:22]1[CH:27]=[C:26]([O:28][C:29]2[CH:34]=[CH:33][C:32]([NH:35][S:36]([C:39]3[CH:40]=[CH:41][C:42]([CH3:45])=[CH:43][CH:44]=3)(=[O:37])=[O:38])=[C:31]([CH2:46][OH:47])[CH:30]=2)[CH:25]=[CH:24][C:23]=1[NH:55][S:56]([C:59]1[CH:60]=[CH:61][C:62]([CH3:65])=[CH:63][CH:64]=1)(=[O:58])=[O:57], predict the reactants needed to synthesize it. The reactants are: CCCC[N+](CCCC)(CCCC)CCCC.[F-].[CH3:19][O:20][C:21](=[O:66])[C:22]1[CH:27]=[C:26]([O:28][C:29]2[CH:34]=[CH:33][C:32]([NH:35][S:36]([C:39]3[CH:44]=[CH:43][C:42]([CH3:45])=[CH:41][CH:40]=3)(=[O:38])=[O:37])=[C:31]([C:46](C)(C)[O:47][SiH2]C(C)(C)C)[CH:30]=2)[CH:25]=[CH:24][C:23]=1[NH:55][S:56]([C:59]1[CH:64]=[CH:63][C:62]([CH3:65])=[CH:61][CH:60]=1)(=[O:58])=[O:57]. (3) Given the product [O:49]1[C:45]2([CH2:50][CH2:51][N:42]([CH2:40][CH2:39][O:37][C:36]3[CH:35]=[CH:34][C:4]([CH2:5][CH2:7][NH:8][C:9]4[CH:14]=[C:13]([O:15][CH3:16])[CH:12]=[CH:11][C:10]=4[CH:17]4[CH2:26][CH2:25][C:24]5[CH:23]=[C:22]([OH:27])[CH:21]=[CH:20][C:19]=5[CH2:18]4)=[CH:3][C:2]=3[F:1])[CH2:43][CH2:44]2)[O:46][CH2:47][CH2:48]1, predict the reactants needed to synthesize it. The reactants are: [F:1][C:2]1[CH:3]=[C:4]([CH:34]=[CH:35][C:36]=1[OH:37])[C:5]([CH2:7][NH:8][C:9]1[CH:14]=[C:13]([O:15][CH3:16])[CH:12]=[CH:11][C:10]=1[CH:17]1[CH2:26][CH2:25][C:24]2[CH:23]=[C:22]([O:27]C(=O)C(C)(C)C)[CH:21]=[CH:20][C:19]=2[CH2:18]1)=O.Cl[CH2:39][C:40]([N:42]1[CH2:51][CH2:50][C:45]2([O:49][CH2:48][CH2:47][O:46]2)[CH2:44][CH2:43]1)=O. (4) Given the product [C:26]([C:25]([NH:24][C:17](=[O:18])[C:16]1[CH:20]=[CH:21][C:13]([O:12][C:11]([F:23])([F:22])[F:10])=[CH:14][CH:15]=1)([CH3:41])[CH2:28][N:29]1[C:37]2[C:32](=[CH:33][C:34]([N+:38]([O-:40])=[O:39])=[CH:35][CH:36]=2)[CH:31]=[N:30]1)#[N:27], predict the reactants needed to synthesize it. The reactants are: C(N(C(C)C)C(C)C)C.[F:10][C:11]([F:23])([F:22])[O:12][C:13]1[CH:21]=[CH:20][C:16]([C:17](Cl)=[O:18])=[CH:15][CH:14]=1.[NH2:24][C:25]([CH3:41])([CH2:28][N:29]1[C:37]2[C:32](=[CH:33][C:34]([N+:38]([O-:40])=[O:39])=[CH:35][CH:36]=2)[CH:31]=[N:30]1)[C:26]#[N:27]. (5) Given the product [N:37]1[CH:38]=[CH:39][CH:40]=[C:35]([C:28]2[CH:29]=[C:30]([C:31]([F:34])([F:32])[F:33])[N:26]([C:23]3[N:22]=[N:21][C:20]([NH:19][C:18]([C:14]4[CH:13]=[C:12]([N:9]5[CH2:10][CH2:11][CH:6]([C:4]([OH:5])=[O:3])[CH2:7][CH2:8]5)[CH:17]=[CH:16][CH:15]=4)=[O:41])=[CH:25][CH:24]=3)[N:27]=2)[CH:36]=1, predict the reactants needed to synthesize it. The reactants are: C([O:3][C:4]([CH:6]1[CH2:11][CH2:10][N:9]([C:12]2[CH:17]=[CH:16][CH:15]=[C:14]([C:18](=[O:41])[NH:19][C:20]3[N:21]=[N:22][C:23]([N:26]4[C:30]([C:31]([F:34])([F:33])[F:32])=[CH:29][C:28]([C:35]5[CH:36]=[N:37][CH:38]=[CH:39][CH:40]=5)=[N:27]4)=[CH:24][CH:25]=3)[CH:13]=2)[CH2:8][CH2:7]1)=[O:5])C.O.[OH-].[Li+]. (6) The reactants are: [CH2:1]([O:8][C:9]1[CH:16]=[CH:15][C:12]([CH:13]=O)=[CH:11][C:10]=1[O:17][CH3:18])[C:2]1[CH:7]=[CH:6][CH:5]=[CH:4][CH:3]=1.[CH:19]1([NH:25][OH:26])[CH2:24][CH2:23][CH2:22][CH2:21][CH2:20]1. Given the product [CH2:1]([O:8][C:9]1[CH:16]=[CH:15][C:12]([CH:13]=[N+:25]([CH:19]2[CH2:24][CH2:23][CH2:22][CH2:21][CH2:20]2)[O-:26])=[CH:11][C:10]=1[O:17][CH3:18])[C:2]1[CH:7]=[CH:6][CH:5]=[CH:4][CH:3]=1, predict the reactants needed to synthesize it. (7) Given the product [Cl:1][C:2]1[CH:3]=[CH:4][C:5]2[O:9][C:8]([C:10]3[CH:11]=[CH:12][C:13]([NH:31][CH2:28][CH2:29][CH3:30])=[C:14]([CH:15]=3)[NH2:16])=[N:7][C:6]=2[CH:20]=1, predict the reactants needed to synthesize it. The reactants are: [Cl:1][C:2]1[CH:3]=[CH:4][C:5]2[O:9][C:8]([C:10]3[CH:11]=[CH:12][C:13](F)=[C:14]([N+:16]([O-])=O)[CH:15]=3)=[N:7][C:6]=2[CH:20]=1.C(N(CC)CC)C.[CH2:28]([NH2:31])[CH2:29][CH3:30].[H][H]. (8) The reactants are: Br[C:2]1[CH:7]=[CH:6][C:5]([F:8])=[CH:4][C:3]=1[CH3:9].C1(C)C=CC=CC=1P(C1C=CC=CC=1C)C1C=CC=CC=1C.CCN(C(C)C)C(C)C.[C:41]([O:45][CH2:46][CH3:47])(=[O:44])[CH:42]=[CH2:43]. Given the product [CH2:46]([O:45][C:41](=[O:44])[CH:42]=[CH:43][C:2]1[CH:7]=[CH:6][C:5]([F:8])=[CH:4][C:3]=1[CH3:9])[CH3:47], predict the reactants needed to synthesize it. (9) Given the product [CH2:27]([O:26][CH2:25][CH2:24][O:23][C:20]1[CH:19]=[CH:18][C:17]([C:14]2[CH:15]=[CH:16][C:11]([N:8]3[CH2:9][CH2:10][CH:6]([CH2:5][OH:4])[CH2:7]3)=[C:12](/[CH:31]=[C:32](\[CH3:53])/[C:33]([NH:35][C:36]3[CH:37]=[CH:38][C:39]([S@:42]([CH2:44][C:45]4[N:49]([CH2:50][CH2:51][CH3:52])[CH:48]=[N:47][CH:46]=4)=[O:43])=[CH:40][CH:41]=3)=[O:34])[CH:13]=2)=[CH:22][CH:21]=1)[CH2:28][CH2:29][CH3:30], predict the reactants needed to synthesize it. The reactants are: C([O:4][CH2:5][CH:6]1[CH2:10][CH2:9][N:8]([C:11]2[CH:16]=[CH:15][C:14]([C:17]3[CH:22]=[CH:21][C:20]([O:23][CH2:24][CH2:25][O:26][CH2:27][CH2:28][CH2:29][CH3:30])=[CH:19][CH:18]=3)=[CH:13][C:12]=2/[CH:31]=[C:32](\[CH3:53])/[C:33]([NH:35][C:36]2[CH:41]=[CH:40][C:39]([S@:42]([CH2:44][C:45]3[N:49]([CH2:50][CH2:51][CH3:52])[CH:48]=[N:47][CH:46]=3)=[O:43])=[CH:38][CH:37]=2)=[O:34])[CH2:7]1)(=O)C.[OH-].[Na+].O. (10) Given the product [N:9]([C:4]1[CH:5]=[CH:6][CH:7]=[CH:8][C:3]=1[Cl:2])=[N+:10]=[N-:12], predict the reactants needed to synthesize it. The reactants are: Cl.[Cl:2][C:3]1[CH:8]=[CH:7][CH:6]=[CH:5][C:4]=1[NH:9][NH2:10].Cl.[N:12]([O-])=O.[Na+].